This data is from Full USPTO retrosynthesis dataset with 1.9M reactions from patents (1976-2016). The task is: Predict the reactants needed to synthesize the given product. Given the product [OH:12][C:13]1[CH:18]=[CH:17][C:16](/[CH:19]=[CH:20]/[C:21]2[CH:26]=[CH:25][N:24]([C:27]3[CH:32]=[CH:31][C:30]([O:33][CH2:34][CH2:35][N:36]4[CH2:37][CH2:38][CH2:39][CH2:40]4)=[CH:29][CH:28]=3)[C:23](=[O:41])[CH:22]=2)=[CH:15][CH:14]=1, predict the reactants needed to synthesize it. The reactants are: FC(F)(F)C(O)=O.CC([O:12][C:13]1[CH:18]=[CH:17][C:16](/[CH:19]=[CH:20]/[C:21]2[CH:26]=[CH:25][N:24]([C:27]3[CH:32]=[CH:31][C:30]([O:33][CH2:34][CH2:35][N:36]4[CH2:40][CH2:39][CH2:38][CH2:37]4)=[CH:29][CH:28]=3)[C:23](=[O:41])[CH:22]=2)=[CH:15][CH:14]=1)(C)C.